Dataset: Full USPTO retrosynthesis dataset with 1.9M reactions from patents (1976-2016). Task: Predict the reactants needed to synthesize the given product. (1) Given the product [CH3:21][C:22]1[N:23]([CH2:27][C:28]([N:16]2[CH2:15][CH2:14][C:13]3[C:18](=[CH:19][CH:20]=[C:11]([C:9]([NH:8][O:7][CH:2]4[CH2:3][CH2:4][CH2:5][CH2:6][O:1]4)=[O:10])[CH:12]=3)[CH2:17]2)=[O:39])[CH:24]=[CH:25][N:26]=1, predict the reactants needed to synthesize it. The reactants are: [O:1]1[CH2:6][CH2:5][CH2:4][CH2:3][CH:2]1[O:7][NH:8][C:9]([C:11]1[CH:12]=[C:13]2[C:18](=[CH:19][CH:20]=1)[CH2:17][NH:16][CH2:15][CH2:14]2)=[O:10].[CH3:21][C:22]1[N:23]([CH2:27][CH2:28]C)[CH:24]=[CH:25][N:26]=1.C1C=CC2N([OH:39])N=NC=2C=1.C(Cl)CCl. (2) Given the product [CH2:8]([O:7][C:3](=[O:10])[CH2:12][C:11]([C:14]1[S:15][C:16]([Br:19])=[CH:17][CH:18]=1)=[O:13])[CH3:9], predict the reactants needed to synthesize it. The reactants are: [H-].[Na+].[C:3](=[O:10])([O:7][CH2:8][CH3:9])OCC.[C:11]([C:14]1[S:15][C:16]([Br:19])=[CH:17][CH:18]=1)(=[O:13])[CH3:12].O.